Dataset: Catalyst prediction with 721,799 reactions and 888 catalyst types from USPTO. Task: Predict which catalyst facilitates the given reaction. (1) Reactant: [C:1]([C:5]1[CH:10]=[CH:9][CH:8]=[C:7]([C:11]([CH3:14])([CH3:13])[CH3:12])[N:6]=1)([CH3:4])([CH3:3])[CH3:2].C1C=C(Cl)C=C(C(OO)=[O:23])C=1. Product: [C:1]([C:5]1[CH:10]=[CH:9][CH:8]=[C:7]([C:11]([CH3:14])([CH3:13])[CH3:12])[N+:6]=1[O-:23])([CH3:4])([CH3:3])[CH3:2]. The catalyst class is: 425. (2) Product: [F:1][C:2]1[CH:7]=[CH:6][CH:5]=[CH:4][C:3]=1[N:8]1[C:12]([C:13]2[CH:18]=[CH:17][CH:16]=[CH:15][C:14]=2[OH:19])=[CH:11][CH:10]=[N:9]1. Reactant: [F:1][C:2]1[CH:7]=[CH:6][CH:5]=[CH:4][C:3]=1[N:8]1[C:12]([C:13]2[CH:18]=[CH:17][CH:16]=[CH:15][C:14]=2[O:19]C)=[CH:11][CH:10]=[N:9]1.[Cl-].[NH+]1C=CC=CC=1. The catalyst class is: 6.